This data is from Forward reaction prediction with 1.9M reactions from USPTO patents (1976-2016). The task is: Predict the product of the given reaction. (1) Given the reactants C([O:5][C:6](=[O:16])[CH:7]([CH2:11][S:12](Cl)(=[O:14])=[O:13])[CH:8]([CH3:10])[CH3:9])(C)(C)C.[N:17]1[CH:22]=[CH:21][CH:20]=[C:19]([C:23]2[CH:28]=[CH:27][C:26]([N:29]3[CH2:34][CH2:33][NH:32][CH2:31][CH2:30]3)=[CH:25][CH:24]=2)[CH:18]=1.C(N(CC)CC)C.FC(F)(F)C(O)=O, predict the reaction product. The product is: [CH3:10][CH:8]([CH3:9])[CH:7]([CH2:11][S:12]([N:32]1[CH2:33][CH2:34][N:29]([C:26]2[CH:25]=[CH:24][C:23]([C:19]3[CH:18]=[N:17][CH:22]=[CH:21][CH:20]=3)=[CH:28][CH:27]=2)[CH2:30][CH2:31]1)(=[O:13])=[O:14])[C:6]([OH:5])=[O:16]. (2) The product is: [NH2:1][C:2]1[N:7]=[C:6]([N:8]2[C:12]3[CH:13]=[C:14]([C:28]#[C:27][C:25]([OH:29])([C:21]4[S:20][CH:24]=[CH:23][N:22]=4)[CH3:26])[CH:15]=[CH:16][C:11]=3[NH:10][C:9]2=[O:18])[CH:5]=[CH:4][N:3]=1. Given the reactants [NH2:1][C:2]1[N:7]=[C:6]([N:8]2[C:12]3[CH:13]=[C:14](Br)[CH:15]=[CH:16][C:11]=3[NH:10][C:9]2=[O:18])[CH:5]=[CH:4][N:3]=1.C.[S:20]1[CH:24]=[CH:23][N:22]=[C:21]1[C:25]([OH:29])([C:27]#[CH:28])[CH3:26].N1CCCCC1, predict the reaction product. (3) Given the reactants [CH:1]([C:3]1[CH:14]=[CH:13][C:6]([O:7][CH2:8][C:9]([O:11][CH3:12])=[O:10])=[C:5]([O:15][CH3:16])[C:4]=1[N+:17]([O-:19])=[O:18])=O.[Br-].[NH:21]1[C:29]2[C:24](=[CH:25][CH:26]=[CH:27][CH:28]=2)[C:23]([CH2:30][P+](C2C=CC=CC=2)(C2C=CC=CC=2)C2C=CC=CC=2)=[N:22]1.C(=O)([O-])[O-].[K+].[K+].O, predict the reaction product. The product is: [NH:21]1[C:29]2[C:24](=[CH:25][CH:26]=[CH:27][CH:28]=2)[C:23](/[CH:30]=[CH:1]/[C:3]2[CH:14]=[CH:13][C:6]([O:7][CH2:8][C:9]([O:11][CH3:12])=[O:10])=[C:5]([O:15][CH3:16])[C:4]=2[N+:17]([O-:19])=[O:18])=[N:22]1. (4) Given the reactants [CH2:1]([O:3][C:4]1[CH:9]=[CH:8][C:7]([N:10]2[C:15](=[O:16])[C:14]3[NH:17][CH:18]=[CH:19][C:13]=3[NH:12][C:11]2=[S:20])=[CH:6][CH:5]=1)[CH3:2].I[CH2:22][CH2:23][C:24]([OH:26])=[O:25].CN(C)C=O, predict the reaction product. The product is: [CH2:1]([O:3][C:4]1[CH:5]=[CH:6][C:7]([N:10]2[C:15](=[O:16])[C:14]3[NH:17][CH:18]=[CH:19][C:13]=3[N:12]=[C:11]2[S:20][CH2:22][CH2:23][C:24]([OH:26])=[O:25])=[CH:8][CH:9]=1)[CH3:2]. (5) Given the reactants Br[CH2:2][C:3]1[CH:8]=[CH:7][C:6]([N+:9]([O-:11])=[O:10])=[CH:5][CH:4]=1.[CH2:12]([N:14]([CH2:17]C)CC)[CH3:13].[CH3:19][OH:20].C1C=CC(P(C2C=CC=CC=2)C2C=CC=CC=2)=CC=1, predict the reaction product. The product is: [CH3:19][O:20][CH2:13][CH2:12][N:14]([CH3:17])[CH2:2][C:3]1[CH:8]=[CH:7][C:6]([N+:9]([O-:11])=[O:10])=[CH:5][CH:4]=1. (6) Given the reactants [F:1][C:2]1[CH:3]=[C:4]([C:12]2[C:13]3[CH:20]([CH2:21][C:22]([NH:24][CH3:25])=[O:23])[CH2:19][CH2:18][C:14]=3[CH:15]=[N:16][CH:17]=2)[CH:5]=[CH:6][C:7]=1[C:8]([F:11])([F:10])[F:9].N1C[CH2:30][CH2:29][CH2:28][CH2:27]1, predict the reaction product. The product is: [F:1][C:2]1[CH:3]=[C:4]([C:12]2[C:13]3[CH:20]([CH2:21][C:22]([N:24]4[CH2:30][CH2:29][CH2:28][CH2:27][CH2:25]4)=[O:23])[CH2:19][CH2:18][C:14]=3[CH:15]=[N:16][CH:17]=2)[CH:5]=[CH:6][C:7]=1[C:8]([F:11])([F:9])[F:10].